This data is from CYP3A4 inhibition data for predicting drug metabolism from PubChem BioAssay. The task is: Regression/Classification. Given a drug SMILES string, predict its absorption, distribution, metabolism, or excretion properties. Task type varies by dataset: regression for continuous measurements (e.g., permeability, clearance, half-life) or binary classification for categorical outcomes (e.g., BBB penetration, CYP inhibition). Dataset: cyp3a4_veith. (1) The result is 0 (non-inhibitor). The compound is NC(=O)C1CCN(C(=O)OCc2ccccc2)CC1. (2) The compound is CN1[C@H]2CC(OC(=O)[C@@H](CO)c3ccccc3)C[C@H]1[C@H]1O[C@@H]21. The result is 0 (non-inhibitor).